Dataset: Full USPTO retrosynthesis dataset with 1.9M reactions from patents (1976-2016). Task: Predict the reactants needed to synthesize the given product. (1) Given the product [CH2:5]([O:12][C:13]1[CH:14]=[C:15]2[C:16]([CH2:21][CH:22]2[C:23]#[N:24])=[CH:17][C:18]=1[O:19][CH3:20])[C:6]1[CH:11]=[CH:10][CH:9]=[CH:8][CH:7]=1, predict the reactants needed to synthesize it. The reactants are: [NH2-].[Na+].N.[Na].[CH2:5]([O:12][C:13]1[C:18]([O:19][CH3:20])=[CH:17][C:16]([CH2:21][CH2:22][C:23]#[N:24])=[C:15](Br)[CH:14]=1)[C:6]1[CH:11]=[CH:10][CH:9]=[CH:8][CH:7]=1. (2) Given the product [CH3:26][O:20][C:19](=[O:21])[CH2:18][C:8]1[N:6]2[CH:7]=[C:2]([CH3:1])[CH:3]=[CH:4][C:5]2=[N:10][C:9]=1[C:11]1[CH:16]=[CH:15][C:14]([CH3:17])=[CH:13][CH:12]=1, predict the reactants needed to synthesize it. The reactants are: [CH3:1][C:2]1[CH:3]=[CH:4][C:5]2[N:6]([C:8]([CH2:18][C:19]([OH:21])=[O:20])=[C:9]([C:11]3[CH:16]=[CH:15][C:14]([CH3:17])=[CH:13][CH:12]=3)[N:10]=2)[CH:7]=1.O=S(Cl)Cl.[CH3:26]O. (3) Given the product [F:1][C:2]1[C:7]([C:8]([N:14]([O:13][CH3:12])[CH3:15])=[O:10])=[CH:6][CH:5]=[CH:4][N:3]=1, predict the reactants needed to synthesize it. The reactants are: [F:1][C:2]1[C:7]([C:8]([OH:10])=O)=[CH:6][CH:5]=[CH:4][N:3]=1.Cl.[CH3:12][O:13][NH:14][CH3:15].CCN(C(C)C)C(C)C.C(Cl)CCl. (4) The reactants are: [NH2:1][C:2]1[N:7]=[CH:6][C:5]([CH2:8][C:9]([OH:11])=O)=[CH:4][CH:3]=1.[CH:12]1([CH2:20][NH:21][C:22]([N:24]2[CH2:32][C:31]3[CH:30]=[CH:29][N:28]=[CH:27][C:26]=3[CH2:25]2)=[O:23])[C:14]2([CH2:19][CH2:18][NH:17][CH2:16][CH2:15]2)[CH2:13]1.CCN(C(C)C)C(C)C.CCN=C=NCCCN(C)C.C1C=CC2N(O)N=NC=2C=1. Given the product [NH2:1][C:2]1[N:7]=[CH:6][C:5]([CH2:8][C:9]([N:17]2[CH2:18][CH2:19][C:14]3([CH:12]([CH2:20][NH:21][C:22]([N:24]4[CH2:32][C:31]5[CH:30]=[CH:29][N:28]=[CH:27][C:26]=5[CH2:25]4)=[O:23])[CH2:13]3)[CH2:15][CH2:16]2)=[O:11])=[CH:4][CH:3]=1, predict the reactants needed to synthesize it.